This data is from Catalyst prediction with 721,799 reactions and 888 catalyst types from USPTO. The task is: Predict which catalyst facilitates the given reaction. (1) Reactant: [C:1]1([C:21]2[CH:26]=[CH:25][CH:24]=[CH:23][CH:22]=2)[CH:6]=[CH:5][C:4]([C:7]([O:9][C@@H:10]2[CH2:18][C@@H:13]3[O:14][C:15](=[O:17])[CH2:16][C@@H:12]3[C@H:11]2[CH:19]=O)=[O:8])=[CH:3][CH:2]=1.[Cl-].[Li+].[S:29]1[CH:33]([C:34](=[O:44])[CH2:35]P(=O)(OCC)OCC)[CH:32]=[C:31]2[CH:45]=[CH:46][CH:47]=[CH:48][CH:30]12. Product: [C:1]1([C:21]2[CH:22]=[CH:23][CH:24]=[CH:25][CH:26]=2)[CH:2]=[CH:3][C:4]([C:7]([O:9][C@@H:10]2[CH2:18][C@@H:13]3[O:14][C:15](=[O:17])[CH2:16][C@@H:12]3[C@H:11]2/[CH:19]=[CH:35]/[C:34]([C:33]2[S:29][C:30]3[CH:48]=[CH:47][CH:46]=[CH:45][C:31]=3[CH:32]=2)=[O:44])=[O:8])=[CH:5][CH:6]=1. The catalyst class is: 168. (2) Reactant: [C:1]([OH:14])(=[O:13])/[CH:2]=[CH:3]/[C:4]1[CH:12]=[CH:11][C:9]([OH:10])=[C:6]([O:7][CH3:8])[CH:5]=1.C1C[O:18][CH2:17][CH2:16]1.[H][H]. Product: [C:17]([O:10][C:9]1[CH:11]=[CH:12][C:4]([CH2:3][CH2:2][C:1]([OH:14])=[O:13])=[CH:5][C:6]=1[O:7][CH3:8])(=[O:18])[CH3:16]. The catalyst class is: 43. (3) Reactant: [CH3:1][O:2][C:3](=[O:18])[C:4]([CH3:17])([CH3:16])[CH:5]([CH:13]1[CH2:15][CH2:14]1)[NH:6]S(C(C)(C)C)=O.[ClH:19].O1CCOCC1. Product: [ClH:19].[CH3:1][O:2][C:3](=[O:18])[C:4]([CH3:16])([CH3:17])[CH:5]([NH2:6])[CH:13]1[CH2:15][CH2:14]1. The catalyst class is: 5. (4) Reactant: C([Mg]Cl)(C)C.I[C:7]1[CH:12]=[CH:11][C:10]([C:13]([F:16])([F:15])[F:14])=[CH:9][CH:8]=1.[CH2:17]([O:24][C:25]1[CH:30]=[CH:29][C:28]([N:31]2[CH2:36][CH2:35][C:34](=[O:37])[CH2:33][CH2:32]2)=[CH:27][CH:26]=1)[C:18]1[CH:23]=[CH:22][CH:21]=[CH:20][CH:19]=1.[Cl-].[NH4+]. Product: [CH2:17]([O:24][C:25]1[CH:30]=[CH:29][C:28]([N:31]2[CH2:36][CH2:35][C:34]([C:7]3[CH:12]=[CH:11][C:10]([C:13]([F:16])([F:15])[F:14])=[CH:9][CH:8]=3)([OH:37])[CH2:33][CH2:32]2)=[CH:27][CH:26]=1)[C:18]1[CH:19]=[CH:20][CH:21]=[CH:22][CH:23]=1. The catalyst class is: 7. (5) Reactant: [NH2:1][C:2]1[CH:3]=[C:4]2[C:9](=[CH:10][CH:11]=1)[N:8]=[C:7]([CH3:12])[N:6]([C:13]1[CH:18]=[CH:17][C:16]([O:19][CH2:20][CH2:21][CH2:22][N:23]3[CH2:28][CH2:27][CH2:26][CH2:25][CH2:24]3)=[CH:15][CH:14]=1)[C:5]2=[O:29].[C:30](Cl)(=[O:32])[CH3:31].C(OCC)(=O)C.[OH-].[Na+]. The catalyst class is: 860. Product: [C:30]([NH:1][C:2]1[CH:3]=[C:4]2[C:9](=[CH:10][CH:11]=1)[N:8]=[C:7]([CH3:12])[N:6]([C:13]1[CH:14]=[CH:15][C:16]([O:19][CH2:20][CH2:21][CH2:22][N:23]3[CH2:28][CH2:27][CH2:26][CH2:25][CH2:24]3)=[CH:17][CH:18]=1)[C:5]2=[O:29])(=[O:32])[CH3:31]. (6) Reactant: [Br:1][C:2]1[CH:7]=[CH:6][C:5]([NH:8][CH2:9][CH2:10][OH:11])=[C:4]([N+:12]([O-])=O)[CH:3]=1.[Cl-].[NH4+]. Product: [NH2:12][C:4]1[CH:3]=[C:2]([Br:1])[CH:7]=[CH:6][C:5]=1[NH:8][CH2:9][CH2:10][OH:11]. The catalyst class is: 314. (7) The catalyst class is: 343. Product: [Cl:1][C:2]1[CH:7]=[C:6]([C:8]2[C:13]([CH:14]=[O:15])=[C:12]([CH3:16])[N:11]=[C:10]3[N:17]([CH2:20][CH3:21])[N:18]=[CH:19][C:9]=23)[CH:5]=[CH:4][N:3]=1. Reactant: [Cl:1][C:2]1[CH:7]=[C:6]([C:8]2[C:13]([CH2:14][OH:15])=[C:12]([CH3:16])[N:11]=[C:10]3[N:17]([CH2:20][CH3:21])[N:18]=[CH:19][C:9]=23)[CH:5]=[CH:4][N:3]=1.[Cr](Cl)([O-])(=O)=O.[NH+]1C=CC=CC=1.C([O-])(=O)C.[Na+]. (8) The catalyst class is: 140. Product: [ClH:1].[CH2:25]([O:27][C:28]1[CH:33]=[CH:32][C:31]([C:2]2[CH:7]=[CH:6][N:5]=[C:4]3[NH:8][C:9]([C:11]4[CH:16]=[CH:15][C:14]([CH2:17][N:18]5[CH2:23][CH2:22][N:21]([CH3:24])[CH2:20][CH2:19]5)=[CH:13][CH:12]=4)=[N:10][C:3]=23)=[CH:30][CH:29]=1)[CH3:26]. Reactant: [Cl:1][C:2]1[CH:7]=[CH:6][N:5]=[C:4]2[NH:8][C:9]([C:11]3[CH:16]=[CH:15][C:14]([CH2:17][N:18]4[CH2:23][CH2:22][N:21]([CH3:24])[CH2:20][CH2:19]4)=[CH:13][CH:12]=3)=[N:10][C:3]=12.[CH2:25]([O:27][C:28]1[CH:33]=[CH:32][C:31](B(O)O)=[CH:30][CH:29]=1)[CH3:26].C(=O)([O-])[O-].[Na+].[Na+].